This data is from Forward reaction prediction with 1.9M reactions from USPTO patents (1976-2016). The task is: Predict the product of the given reaction. Given the reactants [CH3:1][C:2]1[CH:7]=[CH:6][CH:5]=[CH:4][C:3]=1[N:8]1[C:16]2[CH2:15][CH2:14][NH:13][CH2:12][C:11]=2[CH:10]=[CH:9]1.[CH3:17][OH:18], predict the reaction product. The product is: [CH3:17][O:18][C:2]1[CH:7]=[CH:6][C:5]([C:9]2[N:8]([C:3]3[CH:4]=[CH:5][CH:6]=[CH:7][C:2]=3[CH3:1])[C:16]3[CH2:15][CH2:14][NH:13][CH2:12][C:11]=3[CH:10]=2)=[CH:4][CH:3]=1.